From a dataset of Reaction yield outcomes from USPTO patents with 853,638 reactions. Predict the reaction yield, written as a fraction of the theoretical maximum amount of product (1.0 means a 100% yield; for example, 0.34 means a 34% yield). (1) The reactants are C(OC1C=CC([C:15]2[O:19][C:18]([CH3:21])([CH3:20])[C:17](=[O:22])[C:16]=2[C:23]2[CH:28]=[CH:27][N:26]=[CH:25][CH:24]=2)=CC=1)C1C=CC=CC=1. The catalyst is CO. The product is [CH3:20][C:18]1([CH3:21])[C:17](=[O:22])[C:16]([C:23]2[CH:28]=[CH:27][N:26]=[CH:25][CH:24]=2)=[CH:15][O:19]1. The yield is 0.600. (2) The catalyst is C1(C)C=CC=CC=1.C1C=CC([P]([Pd]([P](C2C=CC=CC=2)(C2C=CC=CC=2)C2C=CC=CC=2)([P](C2C=CC=CC=2)(C2C=CC=CC=2)C2C=CC=CC=2)[P](C2C=CC=CC=2)(C2C=CC=CC=2)C2C=CC=CC=2)(C2C=CC=CC=2)C2C=CC=CC=2)=CC=1. The yield is 0.880. The product is [CH2:14]([C:2]1[CH:11]=[C:10]2[C:5]([CH2:6][CH2:7][CH2:8][C:9]2=[O:12])=[C:4]([F:13])[CH:3]=1)[CH3:15]. The reactants are Br[C:2]1[CH:11]=[C:10]2[C:5]([CH2:6][CH2:7][CH2:8][C:9]2=[O:12])=[C:4]([F:13])[CH:3]=1.[CH2:14]([Sn](CC)(CC)CC)[CH3:15]. (3) The reactants are [C:1](Cl)(=[O:10])[C:2]1[CH:7]=[CH:6][C:5]([O:8][CH3:9])=[CH:4][CH:3]=1.[Br:12][CH2:13][CH2:14][O:15][C:16]1[CH:21]=[CH:20][CH:19]=[CH:18][CH:17]=1.[Cl-].[Al+3].[Cl-].[Cl-]. The catalyst is [N+](C1C=CC=CC=1)([O-])=O. The product is [CH3:9][O:8][C:5]1[CH:6]=[CH:7][C:2]([C:1]([C:19]2[CH:20]=[CH:21][C:16]([O:15][CH2:14][CH2:13][Br:12])=[CH:17][CH:18]=2)=[O:10])=[CH:3][CH:4]=1. The yield is 0.860. (4) The reactants are [CH3:1][C:2]1[O:6][N:5]=[C:4]([C:7]2[CH:12]=[CH:11][CH:10]=[CH:9][CH:8]=2)[C:3]=1[C:13]([NH:15][NH2:16])=[O:14].[F:17][C:18]([F:29])([F:28])[C:19]1[CH:27]=[CH:26][C:22]([C:23](O)=O)=[CH:21][CH:20]=1. No catalyst specified. The product is [CH3:1][C:2]1[O:6][N:5]=[C:4]([C:7]2[CH:12]=[CH:11][CH:10]=[CH:9][CH:8]=2)[C:3]=1[C:13]1[O:14][C:23]([C:22]2[CH:21]=[CH:20][C:19]([C:18]([F:17])([F:28])[F:29])=[CH:27][CH:26]=2)=[N:16][N:15]=1. The yield is 0.330. (5) The reactants are [Br:1][C:2]1[CH:14]=[CH:13][C:12]2[C:11]3[C:6](=[CH:7][C:8]([Br:15])=[CH:9][CH:10]=3)[C:5]([CH2:22][CH2:23][C:24]([O:26]C)=[O:25])([CH2:16][CH2:17][C:18]([O:20]C)=[O:19])[C:4]=2[CH:3]=1.C1COCC1.CO.[OH-].[Na+]. The catalyst is O. The product is [Br:1][C:2]1[CH:14]=[CH:13][C:12]2[C:11]3[C:6](=[CH:7][C:8]([Br:15])=[CH:9][CH:10]=3)[C:5]([CH2:16][CH2:17][C:18]([OH:20])=[O:19])([CH2:22][CH2:23][C:24]([OH:26])=[O:25])[C:4]=2[CH:3]=1. The yield is 0.900. (6) The reactants are [CH:1]([N:4]([CH2:42][CH2:43][NH:44]C(OCC1C=CC([N+]([O-])=O)=CC=1)=O)[C:5]([C:7]1[N:8]=[C:9]([N:12]2[CH2:15][CH:14]([S:16][C:17]3[C@H:18]([CH3:41])[C@@H:19]4[C@@H:36]([C@H:37]([OH:39])[CH3:38])[C:35](=[O:40])[N:20]4[C:21]=3[C:22]([O:24]CC3C=CC([N+]([O-])=O)=CC=3)=[O:23])[CH2:13]2)[S:10][CH:11]=1)=[O:6])([CH3:3])[CH3:2]. The catalyst is O1CCCC1. The product is [NH2:44][CH2:43][CH2:42][N:4]([CH:1]([CH3:3])[CH3:2])[C:5]([C:7]1[N:8]=[C:9]([N:12]2[CH2:13][CH:14]([S:16][C:17]3[C@H:18]([CH3:41])[C@@H:19]4[C@@H:36]([C@H:37]([OH:39])[CH3:38])[C:35](=[O:40])[N:20]4[C:21]=3[C:22]([OH:24])=[O:23])[CH2:15]2)[S:10][CH:11]=1)=[O:6]. The yield is 0.280. (7) The reactants are [OH:1][C:2]1[CH:3]=[C:4]([CH:9]=[C:10]([OH:12])[CH:11]=1)[C:5]([O:7][CH3:8])=[O:6].C(=O)([O-])[O-].[K+].[K+].[CH2:19](Br)[CH:20]=[CH2:21]. The catalyst is CN(C=O)C. The product is [CH3:8][O:7][C:5](=[O:6])[C:4]1[CH:3]=[C:2]([OH:1])[CH:11]=[C:10]([O:12][CH2:21][CH:20]=[CH2:19])[CH:9]=1. The yield is 0.400. (8) The reactants are [F:1][C:2]1[CH:7]=[CH:6][C:5]([S:8](Cl)(=[O:10])=[O:9])=[CH:4][CH:3]=1.Cl.[C:13]([C:15]1[CH:22]=[CH:21][C:18]([CH2:19][NH2:20])=[CH:17][CH:16]=1)#[N:14].[Cl-].[Na+]. No catalyst specified. The product is [C:13]([C:15]1[CH:22]=[CH:21][C:18]([CH2:19][NH:20][S:8]([C:5]2[CH:6]=[CH:7][C:2]([F:1])=[CH:3][CH:4]=2)(=[O:10])=[O:9])=[CH:17][CH:16]=1)#[N:14]. The yield is 0.890.